From a dataset of Reaction yield outcomes from USPTO patents with 853,638 reactions. Predict the reaction yield, written as a fraction of the theoretical maximum amount of product (1.0 means a 100% yield; for example, 0.34 means a 34% yield). (1) The reactants are [Cl:1][C:2]1[CH:3]=[CH:4][C:5]2[O:10][CH:9]([C:11]([F:14])([F:13])[F:12])[C:8]([C:15]([O:17]CC)=[O:16])=[CH:7][C:6]=2[CH:20]=1.[OH-].[Li+].Cl. The catalyst is CO.O. The product is [Cl:1][C:2]1[CH:3]=[CH:4][C:5]2[O:10][CH:9]([C:11]([F:13])([F:12])[F:14])[C:8]([C:15]([OH:17])=[O:16])=[CH:7][C:6]=2[CH:20]=1. The yield is 0.850. (2) The reactants are [NH2:1][C:2]1([C:6]2[S:7][C:8]([C:11]3[CH:12]=[C:13]([NH:18][C:19]4[N:24]=[C:23]([C:25]([F:28])([F:27])[F:26])[CH:22]=[CH:21][N:20]=4)[CH:14]=[C:15]([CH3:17])[CH:16]=3)=[CH:9][N:10]=2)[CH2:5][CH2:4][CH2:3]1.CCN(CC)CC.[C:36](Cl)(=[O:38])[CH3:37]. The catalyst is C1COCC1.C(OCC)(=O)C. The product is [CH3:17][C:15]1[CH:16]=[C:11]([C:8]2[S:7][C:6]([C:2]3([NH:1][C:36](=[O:38])[CH3:37])[CH2:3][CH2:4][CH2:5]3)=[N:10][CH:9]=2)[CH:12]=[C:13]([NH:18][C:19]2[N:24]=[C:23]([C:25]([F:27])([F:28])[F:26])[CH:22]=[CH:21][N:20]=2)[CH:14]=1. The yield is 0.920. (3) The reactants are [CH:1]1([CH2:6][C@H:7]([C:11]2[CH:16]=[CH:15][C:14]([Cl:17])=[C:13]([Cl:18])[CH:12]=2)[C:8]([OH:10])=O)[CH2:5][CH2:4][CH2:3][CH2:2]1.C(Cl)(=O)C(Cl)=O.[NH2:25][C:26]1[CH:31]=[N:30][CH:29]=[CH:28][N:27]=1.N1C=CC=CC=1. The catalyst is C(Cl)Cl.CN(C)C=O.O1CCCC1.O. The product is [CH:1]1([CH2:6][C@H:7]([C:11]2[CH:16]=[CH:15][C:14]([Cl:17])=[C:13]([Cl:18])[CH:12]=2)[C:8]([NH:25][C:26]2[CH:31]=[N:30][CH:29]=[CH:28][N:27]=2)=[O:10])[CH2:2][CH2:3][CH2:4][CH2:5]1. The yield is 0.760. (4) The reactants are [CH3:1][C:2]1[S:6][C:5]2[CH:7]=[C:8]([O:11][CH2:12][CH2:13]OS(C)(=O)=O)[CH:9]=[CH:10][C:4]=2[C:3]=1[C:19]1[CH:24]=[CH:23][C:22]([C:25]([F:28])([F:27])[F:26])=[CH:21][CH:20]=1.[N-:29]=[N+:30]=[N-:31].[Na+]. The catalyst is CN(C)C=O. The product is [N:29]([CH2:13][CH2:12][O:11][C:8]1[CH:9]=[CH:10][C:4]2[C:3]([C:19]3[CH:24]=[CH:23][C:22]([C:25]([F:28])([F:27])[F:26])=[CH:21][CH:20]=3)=[C:2]([CH3:1])[S:6][C:5]=2[CH:7]=1)=[N+:30]=[N-:31]. The yield is 0.996. (5) The reactants are [NH2:1][C:2]1[CH:3]=[CH:4][C:5]2[S:9][C:8]([CH3:10])=[N:7][C:6]=2[CH:11]=1.[C:12]1([N:18]2[C:28]3[C:23](=[CH:24][CH:25]=[CH:26][CH:27]=3)[C:21](=O)[C:19]2=[O:20])[CH:17]=[CH:16][CH:15]=[CH:14][CH:13]=1. No catalyst specified. The product is [CH3:10][C:8]1[S:9][C:5]2[CH:4]=[CH:3][C:2]([N:1]=[C:21]3[C:23]4[C:28](=[CH:27][CH:26]=[CH:25][CH:24]=4)[N:18]([C:12]4[CH:13]=[CH:14][CH:15]=[CH:16][CH:17]=4)[C:19]3=[O:20])=[CH:11][C:6]=2[N:7]=1. The yield is 0.323. (6) The reactants are [CH3:1][O:2][C:3]([C:5]1[C:10](Cl)=[C:9]([NH2:12])[C:8]([F:13])=[C:7]([C:14]2[CH:19]=[CH:18][C:17]([Cl:20])=[CH:16][CH:15]=2)[N:6]=1)=[O:4].[CH2:21]([Sn](CCCC)(CCCC)C=C)[CH2:22]CC. The catalyst is C(#N)C.Cl[Pd](Cl)([P](C1C=CC=CC=1)(C1C=CC=CC=1)C1C=CC=CC=1)[P](C1C=CC=CC=1)(C1C=CC=CC=1)C1C=CC=CC=1. The product is [CH3:1][O:2][C:3]([C:5]1[C:10]([CH:21]=[CH2:22])=[C:9]([NH2:12])[C:8]([F:13])=[C:7]([C:14]2[CH:19]=[CH:18][C:17]([Cl:20])=[CH:16][CH:15]=2)[N:6]=1)=[O:4]. The yield is 0.0500. (7) The reactants are [BH4-].[Na+].[Cl:3][C:4]1[C:9]([F:10])=[CH:8][CH:7]=[C:6]([Cl:11])[C:5]=1[C:12](=[O:14])[CH3:13]. The catalyst is CO. The product is [Cl:3][C:4]1[C:9]([F:10])=[CH:8][CH:7]=[C:6]([Cl:11])[C:5]=1[CH:12]([OH:14])[CH3:13]. The yield is 0.865. (8) The reactants are [CH3:1][N:2]1[C:6]2[CH:7]=[CH:8][C:9]([C:11]([OH:13])=O)=[CH:10][C:5]=2[N:4]=[CH:3]1.[NH:14]1[CH2:19][CH2:18][CH2:17][C@@H:16]2[C:20]3[CH:21]=[CH:22][CH:23]=[CH:24][C:25]=3[CH2:26][C@H:15]12.F[P-](F)(F)(F)(F)F.N1(OC(N(C)C)=[N+](C)C)C2N=CC=CC=2N=N1. No catalyst specified. The product is [N:14]1([C:11]([C:9]2[CH:8]=[CH:7][C:6]3[N:2]([CH3:1])[CH:3]=[N:4][C:5]=3[CH:10]=2)=[O:13])[CH2:19][CH2:18][CH2:17][C@@H:16]2[C:20]3[CH:21]=[CH:22][CH:23]=[CH:24][C:25]=3[CH2:26][C@H:15]12. The yield is 0.900. (9) The reactants are [C:1]([O:5][C:6](=[O:21])[NH:7][C:8]1([C:15]2[CH:20]=[CH:19][CH:18]=[CH:17][CH:16]=2)[CH2:12][CH:11](O)[O:10][C:9]1=[O:14])([CH3:4])([CH3:3])[CH3:2].C([O-])(O)=O.[Na+].[NH2:27][C@H:28]([C:31]([O:33][CH3:34])=[O:32])[CH2:29][SH:30].Cl.O. The catalyst is CCO. The product is [CH3:34][O:33][C:31]([CH:28]1[CH2:29][S:30][CH:11]([CH2:12][C:8]([NH:7][C:6]([O:5][C:1]([CH3:4])([CH3:3])[CH3:2])=[O:21])([C:9]([OH:10])=[O:14])[C:15]2[CH:20]=[CH:19][CH:18]=[CH:17][CH:16]=2)[NH:27]1)=[O:32]. The yield is 0.511.